From a dataset of Forward reaction prediction with 1.9M reactions from USPTO patents (1976-2016). Predict the product of the given reaction. (1) Given the reactants COC(C1C=C(O)C2C(=C(OCC3C=CC=CC=3)C=CC=2)N=1)=O.C[O:25][C:26]([C:28]1[CH:37]=[C:36]([OH:38])[C:35]2[C:30](=[C:31]([O:40][CH2:41][C:42]3[CH:47]=[CH:46][CH:45]=[CH:44][CH:43]=3)[C:32]([Br:39])=[CH:33][CH:34]=2)[N:29]=1)=[O:27], predict the reaction product. The product is: [CH2:41]([O:40][C:31]1[C:32]([Br:39])=[CH:33][CH:34]=[C:35]2[C:30]=1[N:29]=[C:28]([C:26]([OH:27])=[O:25])[CH:37]=[C:36]2[OH:38])[C:42]1[CH:43]=[CH:44][CH:45]=[CH:46][CH:47]=1. (2) Given the reactants [C:1]1([C:7]2[S:11][C:10]([NH:12][C:13](=[O:18])[CH2:14][C:15]([OH:17])=O)=[N:9][CH:8]=2)[CH:6]=[CH:5][CH:4]=[CH:3][CH:2]=1.CCN(C(C)C)C(C)C.C1C=CC2N(O)N=NC=2C=1.CCN=C=NCCCN(C)C.Cl.Cl.[Cl:51][C:52]1[CH:64]=[CH:63][CH:62]=[CH:61][C:53]=1[O:54][CH:55]1[CH2:60][CH2:59][NH:58][CH2:57][CH2:56]1, predict the reaction product. The product is: [Cl:51][C:52]1[CH:64]=[CH:63][CH:62]=[CH:61][C:53]=1[O:54][CH:55]1[CH2:60][CH2:59][N:58]([C:15](=[O:17])[CH2:14][C:13]([NH:12][C:10]2[S:11][C:7]([C:1]3[CH:2]=[CH:3][CH:4]=[CH:5][CH:6]=3)=[CH:8][N:9]=2)=[O:18])[CH2:57][CH2:56]1. (3) Given the reactants Br[C:2]1[CH:3]=[N:4][CH:5]=[CH:6][C:7]=1[CH3:8].[C:9]([O:13][C:14](=[O:26])[CH2:15][O:16][C:17]1[CH:22]=[CH:21][C:20]([Cl:23])=[CH:19][C:18]=1[C:24]#[CH:25])([CH3:12])([CH3:11])[CH3:10].C(N(CC)CC)C, predict the reaction product. The product is: [C:9]([O:13][C:14](=[O:26])[CH2:15][O:16][C:17]1[CH:22]=[CH:21][C:20]([Cl:23])=[CH:19][C:18]=1[C:24]#[C:25][C:2]1[CH:3]=[N:4][CH:5]=[CH:6][C:7]=1[CH3:8])([CH3:12])([CH3:11])[CH3:10]. (4) Given the reactants Br[C:2]1[CH:7]=[CH:6][N:5]=[C:4]([NH:8][C:9](=[O:13])[CH2:10][O:11][CH3:12])[CH:3]=1.[B:14]1([B:14]2[O:18][C:17]([CH3:20])([CH3:19])[C:16]([CH3:22])([CH3:21])[O:15]2)[O:18][C:17]([CH3:20])([CH3:19])[C:16]([CH3:22])([CH3:21])[O:15]1.C([O-])(=O)C.[K+].O, predict the reaction product. The product is: [CH3:12][O:11][CH2:10][C:9]([NH:8][C:4]1[CH:3]=[C:2]([B:14]2[O:18][C:17]([CH3:20])([CH3:19])[C:16]([CH3:22])([CH3:21])[O:15]2)[CH:7]=[CH:6][N:5]=1)=[O:13]. (5) Given the reactants [N:1]1[C:10]2[NH:9][C:8]3[CH:11]=[C:12](CC#N)[CH:13]=[CH:14][C:7]=3[S:6][C:5]=2[N:4]=[CH:3][CH:2]=1.[OH-:18].[K+].[CH2:20]([OH:22])[CH3:21], predict the reaction product. The product is: [N:1]1[C:10]2[NH:9][C:8]3[CH:11]=[C:12]([CH2:21][C:20]([OH:18])=[O:22])[CH:13]=[CH:14][C:7]=3[S:6][C:5]=2[N:4]=[CH:3][CH:2]=1.